Dataset: Forward reaction prediction with 1.9M reactions from USPTO patents (1976-2016). Task: Predict the product of the given reaction. (1) Given the reactants [CH3:1][NH:2][CH3:3].[NH2:4][C:5]1[N:10]=[C:9]([C:11]2[CH:20]=[C:19]3[C:14]([CH2:15][CH2:16][N:17]([C:21]([NH:23][C@@H:24]([CH2:28][C:29]4[CH:34]=[CH:33][CH:32]=[CH:31][CH:30]=4)[C:25](O)=[O:26])=[O:22])[CH2:18]3)=[CH:13][CH:12]=2)[CH:8]=[C:7]([N:35]2[CH2:40][CH2:39][N:38]([CH3:41])[CH2:37][CH2:36]2)[N:6]=1.F[P-](F)(F)(F)(F)F.N1(O[P+](N(C)C)(N(C)C)N(C)C)C2C=CC=CC=2N=N1, predict the reaction product. The product is: [NH2:4][C:5]1[N:10]=[C:9]([C:11]2[CH:20]=[C:19]3[C:14]([CH2:15][CH2:16][N:17]([C:21]([NH:23][C@H:24]([CH2:28][C:29]4[CH:34]=[CH:33][CH:32]=[CH:31][CH:30]=4)[C:25]([N:2]([CH3:3])[CH3:1])=[O:26])=[O:22])[CH2:18]3)=[CH:13][CH:12]=2)[CH:8]=[C:7]([N:35]2[CH2:40][CH2:39][N:38]([CH3:41])[CH2:37][CH2:36]2)[N:6]=1. (2) Given the reactants Br[C:2]1[S:6][C:5]([C:7]2[NH:11][C:10]3[C:12]([OH:32])=[CH:13][CH:14]=[C:15]([C:16]([NH:18][C@H:19]4[CH2:24][CH2:23][CH2:22][N:21](C(OC(C)(C)C)=O)[CH2:20]4)=[O:17])[C:9]=3[N:8]=2)=[CH:4][CH:3]=1.[N:33]1(C(OC(C)(C)C)=O)[CH2:38][CH2:37][NH:36][CH2:35][CH2:34]1.[O-]P([O-])([O-])=O.[K+].[K+].[K+].O, predict the reaction product. The product is: [OH:32][C:12]1[C:10]2[NH:11][C:7]([C:5]3[S:6][C:2]([N:33]4[CH2:38][CH2:37][NH:36][CH2:35][CH2:34]4)=[CH:3][CH:4]=3)=[N:8][C:9]=2[C:15]([C:16]([NH:18][C@H:19]2[CH2:24][CH2:23][CH2:22][NH:21][CH2:20]2)=[O:17])=[CH:14][CH:13]=1. (3) Given the reactants C([O:3][C:4](=[O:30])[C@@H:5]([O:27][CH2:28][CH3:29])[CH2:6][C:7]1[CH:12]=[CH:11][C:10]([O:13][CH2:14][CH2:15][C:16]2[CH:21]=[CH:20][C:19]([NH:22][C:23]([O:25][CH3:26])=[O:24])=[CH:18][CH:17]=2)=[CH:9][CH:8]=1)C.[OH-].[Li+].Cl, predict the reaction product. The product is: [CH2:28]([O:27][C@@H:5]([CH2:6][C:7]1[CH:12]=[CH:11][C:10]([O:13][CH2:14][CH2:15][C:16]2[CH:17]=[CH:18][C:19]([NH:22][C:23]([O:25][CH3:26])=[O:24])=[CH:20][CH:21]=2)=[CH:9][CH:8]=1)[C:4]([OH:30])=[O:3])[CH3:29]. (4) Given the reactants Cl.[F:2][C:3]([F:20])([F:19])[C:4]1[C:12]2[N:11]=[C:10]([CH2:13][NH2:14])[NH:9][C:8]=2[CH:7]=[C:6]([C:15]([F:18])([F:17])[F:16])[CH:5]=1.[C:21]([N:25]=[C:26]=[O:27])([CH3:24])([CH3:23])[CH3:22], predict the reaction product. The product is: [F:20][C:3]([F:2])([F:19])[C:4]1[C:12]2[N:11]=[C:10]([CH2:13][NH:14][C:26]([NH:25][C:21]([CH3:24])([CH3:23])[CH3:22])=[O:27])[NH:9][C:8]=2[CH:7]=[C:6]([C:15]([F:16])([F:17])[F:18])[CH:5]=1. (5) Given the reactants [C:1]1([S:7]([NH2:10])(=[O:9])=[O:8])[CH:6]=[CH:5][CH:4]=[CH:3][CH:2]=1.I[C:12]1[CH:17]=[CH:16][CH:15]=[CH:14][CH:13]=1.C(=O)([O-])[O-].[Cs+].[Cs+], predict the reaction product. The product is: [C:12]1([NH:10][S:7]([C:1]2[CH:6]=[CH:5][CH:4]=[CH:3][CH:2]=2)(=[O:9])=[O:8])[CH:17]=[CH:16][CH:15]=[CH:14][CH:13]=1. (6) Given the reactants [N:1]([O-])=O.[Na+].[NH2:5][C:6]1[CH:7]=[C:8]([C:13]2[CH:18]=[CH:17][C:16]([C@@H:19]([N:21]3[CH2:26][CH2:25][C@:24]([CH2:33][C:34]([OH:37])([CH3:36])[CH3:35])([C:27]4[CH:32]=[CH:31][CH:30]=[CH:29][CH:28]=4)[O:23][C:22]3=[O:38])[CH3:20])=[CH:15][CH:14]=2)[CH:9]=[CH:10][C:11]=1[NH2:12], predict the reaction product. The product is: [N:12]1[C:11]2[CH:10]=[CH:9][C:8]([C:13]3[CH:14]=[CH:15][C:16]([C@@H:19]([N:21]4[CH2:26][CH2:25][C@:24]([CH2:33][C:34]([OH:37])([CH3:35])[CH3:36])([C:27]5[CH:28]=[CH:29][CH:30]=[CH:31][CH:32]=5)[O:23][C:22]4=[O:38])[CH3:20])=[CH:17][CH:18]=3)=[CH:7][C:6]=2[NH:5][N:1]=1.